Regression. Given two drug SMILES strings and cell line genomic features, predict the synergy score measuring deviation from expected non-interaction effect. From a dataset of NCI-60 drug combinations with 297,098 pairs across 59 cell lines. Synergy scores: CSS=9.20, Synergy_ZIP=-1.92, Synergy_Bliss=0.157, Synergy_Loewe=-0.430, Synergy_HSA=-0.839. Cell line: OVCAR-4. Drug 2: CC(C)CN1C=NC2=C1C3=CC=CC=C3N=C2N. Drug 1: CC12CCC(CC1=CCC3C2CCC4(C3CC=C4C5=CN=CC=C5)C)O.